Predict the reactants needed to synthesize the given product. From a dataset of Full USPTO retrosynthesis dataset with 1.9M reactions from patents (1976-2016). (1) Given the product [Cl:22][C:23]1[C:28]([F:29])=[CH:27][CH:26]=[C:25]([Cl:30])[C:24]=1[C@@H:31]([OH:33])[CH3:32], predict the reactants needed to synthesize it. The reactants are: Cl.S([O-])([O-])(=O)=O.[Mg+2].O=C[C@@H]([C@H]([C@@H]([C@@H](CO)O)O)O)O.[OH-].[Na+].[Cl:22][C:23]1[C:28]([F:29])=[CH:27][CH:26]=[C:25]([Cl:30])[C:24]=1[C:31](=[O:33])[CH3:32]. (2) Given the product [C:33]([N:1]1[CH2:2][CH:3]([N:5]([CH3:25])[C:6]2[CH:7]=[C:8]([N:12]3[C:20]([CH3:21])([CH3:22])[C:19]4[C:14](=[CH:15][CH:16]=[C:17]([Cl:23])[CH:18]=4)[C:13]3=[O:24])[CH:9]=[N:10][CH:11]=2)[CH2:4]1)(=[O:35])[CH3:34], predict the reactants needed to synthesize it. The reactants are: [NH:1]1[CH2:4][CH:3]([N:5]([CH3:25])[C:6]2[CH:7]=[C:8]([N:12]3[C:20]([CH3:22])([CH3:21])[C:19]4[C:14](=[CH:15][CH:16]=[C:17]([Cl:23])[CH:18]=4)[C:13]3=[O:24])[CH:9]=[N:10][CH:11]=2)[CH2:2]1.CCN(CC)CC.[C:33](Cl)(=[O:35])[CH3:34]. (3) Given the product [CH2:31]([C:30]1[CH:29]=[CH:28][N:27]=[N:26][C:25]=1[O:24][C@@H:6]1[O:7][C@H:8]([CH2:19][OH:20])[C@@H:9]([OH:15])[C@H:10]([OH:11])[C@H:5]1[OH:4])[C:32]1[CH:37]=[CH:36][CH:35]=[CH:34][CH:33]=1, predict the reactants needed to synthesize it. The reactants are: C([O:4][C@@H:5]1[C@@H:10]([O:11]C(=O)C)[C@H:9]([O:15]C(=O)C)[C@@H:8]([CH2:19][O:20]C(=O)C)[O:7][C@H:6]1[O:24][C:25]1[N:26]=[N:27][CH:28]=[CH:29][C:30]=1[CH2:31][C:32]1[CH:37]=[CH:36][CH:35]=[CH:34][CH:33]=1)(=O)C.C[O-].[Na+].